From a dataset of Full USPTO retrosynthesis dataset with 1.9M reactions from patents (1976-2016). Predict the reactants needed to synthesize the given product. (1) Given the product [CH3:20][O:19][C:12]1[CH:13]=[CH:14][CH:15]=[C:16]([O:17][CH3:18])[C:11]=1[CH:2]1[N:1]([CH2:30][C:29]2[CH:32]=[CH:33][N:34]=[C:27]([C:21]3[CH:22]=[CH:23][CH:24]=[CH:25][CH:26]=3)[CH:28]=2)[C:7](=[O:9])[CH2:6][CH2:5][CH2:4][CH2:3]1, predict the reactants needed to synthesize it. The reactants are: [NH2:1][CH:2]([C:11]1[C:16]([O:17][CH3:18])=[CH:15][CH:14]=[CH:13][C:12]=1[O:19][CH3:20])[CH2:3][CH2:4][CH2:5][CH2:6][C:7]([O:9]C)=O.[C:21]1([C:27]2[CH:28]=[C:29]([CH:32]=[CH:33][N:34]=2)[CH:30]=O)[CH:26]=[CH:25][CH:24]=[CH:23][CH:22]=1. (2) Given the product [CH:1]1([C@@:4]([OH:24])([CH3:23])[CH2:5][NH:6][C:7]([C:9]2[CH:14]=[N:13][C:12]([O:32][CH2:31][C:26]3[N:27]=[CH:28][CH:29]=[CH:30][N:25]=3)=[C:11]([C:16]3[CH:21]=[CH:20][C:19]([Cl:22])=[CH:18][CH:17]=3)[N:10]=2)=[O:8])[CH2:3][CH2:2]1, predict the reactants needed to synthesize it. The reactants are: [CH:1]1([C@@:4]([OH:24])([CH3:23])[CH2:5][NH:6][C:7]([C:9]2[CH:14]=[N:13][C:12](Br)=[C:11]([C:16]3[CH:21]=[CH:20][C:19]([Cl:22])=[CH:18][CH:17]=3)[N:10]=2)=[O:8])[CH2:3][CH2:2]1.[N:25]1[CH:30]=[CH:29][CH:28]=[N:27][C:26]=1[CH2:31][OH:32]. (3) Given the product [CH3:47][C:38]1[C:37]([C:9]2[CH2:14][CH2:13][CH:12]([O:15][CH2:16][CH:17]3[CH2:18][CH2:19][N:20]([C:23]([O:25][C:26]([CH3:29])([CH3:27])[CH3:28])=[O:24])[CH2:21][CH2:22]3)[CH2:11][CH:10]=2)=[CH:42][CH:41]=[C:40]([S:43]([CH3:46])(=[O:45])=[O:44])[N:39]=1, predict the reactants needed to synthesize it. The reactants are: CC1(C)C(C)(C)OB([C:9]2[CH2:14][CH2:13][CH:12]([O:15][CH2:16][CH:17]3[CH2:22][CH2:21][N:20]([C:23]([O:25][C:26]([CH3:29])([CH3:28])[CH3:27])=[O:24])[CH2:19][CH2:18]3)[CH2:11][CH:10]=2)O1.FC(F)(F)S(O[C:37]1[C:38]([CH3:47])=[N:39][C:40]([S:43]([CH3:46])(=[O:45])=[O:44])=[CH:41][CH:42]=1)(=O)=O.C(=O)([O-])[O-].[Na+].[Na+].CC#N.O. (4) Given the product [CH3:1][C@@H:2]1[CH2:6][CH2:5][CH2:4][N:3]1[CH2:7][CH2:8][CH2:9][O:10][C:11]1[CH:12]=[C:13]2[C:18](=[CH:19][CH:20]=1)[N:17]([C:23]1[CH:30]=[CH:29][C:26]([C:27]#[N:28])=[CH:25][CH:24]=1)[C:16](=[O:21])[CH2:15][CH2:14]2, predict the reactants needed to synthesize it. The reactants are: [CH3:1][C@@H:2]1[CH2:6][CH2:5][CH2:4][N:3]1[CH2:7][CH2:8][CH2:9][O:10][C:11]1[CH:12]=[C:13]2[C:18](=[CH:19][CH:20]=1)[NH:17][C:16](=[O:21])[CH2:15][CH2:14]2.I[C:23]1[CH:30]=[CH:29][C:26]([C:27]#[N:28])=[CH:25][CH:24]=1.CN[C@@H]1CCCC[C@H]1NC.C(=O)([O-])[O-].[Cs+].[Cs+]. (5) Given the product [C:12]1([N:10]2[CH:11]=[C:7]([C:5]([NH:4][CH2:3][CH2:2][NH:1][C:38]([CH:35]3[CH2:36][CH2:37][CH:33]([C:31]4[O:32][C:28]([C:22]5[CH:27]=[CH:26][CH:25]=[CH:24][CH:23]=5)=[N:29][N:30]=4)[CH2:34]3)=[O:39])=[O:6])[C:8]([C:18]([F:20])([F:21])[F:19])=[N:9]2)[CH:17]=[CH:16][CH:15]=[CH:14][CH:13]=1, predict the reactants needed to synthesize it. The reactants are: [NH2:1][CH2:2][CH2:3][NH:4][C:5]([C:7]1[C:8]([C:18]([F:21])([F:20])[F:19])=[N:9][N:10]([C:12]2[CH:17]=[CH:16][CH:15]=[CH:14][CH:13]=2)[CH:11]=1)=[O:6].[C:22]1([C:28]2[O:32][C:31]([CH:33]3[CH2:37][CH2:36][CH:35]([C:38](O)=[O:39])[CH2:34]3)=[N:30][N:29]=2)[CH:27]=[CH:26][CH:25]=[CH:24][CH:23]=1.CCN=C=NCCCN(C)C.Cl.C1C=CC2N(O)N=NC=2C=1.O. (6) Given the product [C:40]([C:22]1[CH:23]=[CH:24][C:25]([N:27]2[C:35]3[CH2:34][C:33]([CH3:37])([CH3:36])[CH2:32][C:31](=[O:38])[C:30]=3[C:29]([CH3:39])=[N:28]2)=[CH:26][C:21]=1[NH:20][CH:17]1[CH2:18][CH2:19][CH:14]([O:13][C:11](=[O:12])[CH2:10][CH2:9][NH2:8])[CH2:15][CH2:16]1)(=[O:42])[NH2:41], predict the reactants needed to synthesize it. The reactants are: C(OC([NH:8][CH2:9][CH2:10][C:11]([O:13][CH:14]1[CH2:19][CH2:18][CH:17]([NH:20][C:21]2[CH:26]=[C:25]([N:27]3[C:35]4[CH2:34][C:33]([CH3:37])([CH3:36])[CH2:32][C:31](=[O:38])[C:30]=4[C:29]([CH3:39])=[N:28]3)[CH:24]=[CH:23][C:22]=2[C:40](=[O:42])[NH2:41])[CH2:16][CH2:15]1)=[O:12])=O)(C)(C)C.FC(F)(F)C(O)=O. (7) Given the product [CH3:16][C@@H:17]1[CH2:22][CH2:21][CH2:20][N:19]([C:7]([C:6]2[CH:10]=[C:2]([CH3:1])[CH:3]=[CH:4][C:5]=2[C:11]2[S:15][CH:14]=[N:13][CH:12]=2)=[O:9])[C@@H:18]1[CH2:23][NH:24][C:25]1[CH:30]=[CH:29][C:28]([C:31]([F:34])([F:32])[F:33])=[CH:27][N:26]=1, predict the reactants needed to synthesize it. The reactants are: [CH3:1][C:2]1[CH:3]=[CH:4][C:5]([C:11]2[S:15][CH:14]=[N:13][CH:12]=2)=[C:6]([CH:10]=1)[C:7]([OH:9])=O.[CH3:16][C@@H:17]1[CH2:22][CH2:21][CH2:20][NH:19][C@@H:18]1[CH2:23][NH:24][C:25]1[CH:30]=[CH:29][C:28]([C:31]([F:34])([F:33])[F:32])=[CH:27][N:26]=1.